Dataset: Catalyst prediction with 721,799 reactions and 888 catalyst types from USPTO. Task: Predict which catalyst facilitates the given reaction. (1) Reactant: Br[C:2]1[C:11]2[C:6](=[CH:7][CH:8]=[C:9]([C:12]#[N:13])[CH:10]=2)[N:5]=[CH:4][CH:3]=1.[CH:14]([Sn](CCCC)(CCCC)CCCC)=[CH2:15]. Product: [CH:14]([C:2]1[C:11]2[C:6](=[CH:7][CH:8]=[C:9]([C:12]#[N:13])[CH:10]=2)[N:5]=[CH:4][CH:3]=1)=[CH2:15]. The catalyst class is: 741. (2) Reactant: CCN(C(C)C)C(C)C.[N:10]1[CH:15]=[CH:14][CH:13]=[C:12]([NH2:16])[C:11]=1[NH2:17].[CH3:18][O:19][C:20](=[O:30])[C:21]1[CH:29]=[CH:28][C:24]([C:25](O)=O)=[CH:23][CH:22]=1.CN(C(ON1N=NC2C=CC=CC1=2)=[N+](C)C)C.F[P-](F)(F)(F)(F)F. Product: [N:16]1[C:12]2[C:11](=[N:10][CH:15]=[CH:14][CH:13]=2)[NH:17][C:25]=1[C:24]1[CH:28]=[CH:29][C:21]([C:20]([O:19][CH3:18])=[O:30])=[CH:22][CH:23]=1. The catalyst class is: 23. (3) Product: [CH2:42]([NH:49][C:8]([C:4]1[S:3][C:2]([Br:1])=[N:6][C:5]=1[CH3:7])=[O:10])[C:43]1[CH:48]=[CH:47][CH:46]=[CH:45][CH:44]=1. Reactant: [Br:1][C:2]1[S:3][C:4]([C:8]([OH:10])=O)=[C:5]([CH3:7])[N:6]=1.C(N(CC)C(C)C)(C)C.Cl.C(N=C=NCCCN(C)C)C.ON1C2C=CC=CC=2N=N1.[CH2:42]([NH2:49])[C:43]1[CH:48]=[CH:47][CH:46]=[CH:45][CH:44]=1. The catalyst class is: 7. (4) Reactant: Br[C:2]1[CH:3]=[C:4]([CH:19]=[CH:20][CH:21]=1)[C:5]([NH:7][C:8]1[CH:13]=[CH:12][C:11]([O:14][C:15]([F:18])([F:17])[F:16])=[CH:10][CH:9]=1)=[O:6].CC1(C)C(C)(C)OB([C:30]2[N:31]=[CH:32][C:33]([NH2:36])=[N:34][CH:35]=2)O1.C([O-])([O-])=O.[Na+].[Na+].O. Product: [NH2:36][C:33]1[N:34]=[CH:35][C:30]([C:2]2[CH:3]=[C:4]([CH:19]=[CH:20][CH:21]=2)[C:5]([NH:7][C:8]2[CH:13]=[CH:12][C:11]([O:14][C:15]([F:18])([F:17])[F:16])=[CH:10][CH:9]=2)=[O:6])=[N:31][CH:32]=1. The catalyst class is: 276. (5) Reactant: [F:1][C:2]1[C:8](F)=[CH:7][CH:6]=[C:5]([N+:10]([O-:12])=[O:11])[C:3]=1[NH2:4].[C:13]1([OH:19])[CH:18]=[CH:17][CH:16]=[CH:15][CH:14]=1.C(=O)([O-])[O-].[K+].[K+]. Product: [F:1][C:2]1[C:8]([O:19][C:13]2[CH:18]=[CH:17][CH:16]=[CH:15][CH:14]=2)=[CH:7][CH:6]=[C:5]([N+:10]([O-:12])=[O:11])[C:3]=1[NH2:4]. The catalyst class is: 39. (6) Reactant: Cl.[F:2][C:3]1[CH:8]=[CH:7][C:6]([C:9]2[CH:10]=[C:11]([C:30]([OH:32])=[O:31])[C:12]3[C:17]([C:18]4[CH:23]=[CH:22][CH:21]=[CH:20][CH:19]=4)=[N:16][N:15](C4CCCCO4)[C:13]=3[N:14]=2)=[CH:5][C:4]=1[C:33]([O:35][CH3:36])=[O:34].O. Product: [F:2][C:3]1[CH:8]=[CH:7][C:6]([C:9]2[CH:10]=[C:11]([C:30]([OH:32])=[O:31])[C:12]3[C:17]([C:18]4[CH:23]=[CH:22][CH:21]=[CH:20][CH:19]=4)=[N:16][NH:15][C:13]=3[N:14]=2)=[CH:5][C:4]=1[C:33]([O:35][CH3:36])=[O:34]. The catalyst class is: 258. (7) Reactant: [CH2:1]([O:8][C:9]1[C:10](=[O:31])[CH:11]=[C:12]([CH2:29][OH:30])[N:13]2[CH2:18][CH2:17][N:16]([CH2:19][C:20]3[CH:25]=[CH:24][C:23]([Cl:26])=[C:22]([Cl:27])[CH:21]=3)[C:15](=[O:28])[C:14]=12)[C:2]1[CH:7]=[CH:6][CH:5]=[CH:4][CH:3]=1.C(=O)([O-])[OH:33].[Na+].[Br-].[K+].CC1(C)N([O])C(C)(C)CCC1.Cl[O-].[Na+].S([O-])(O)(=O)=O.[K+]. Product: [CH2:1]([O:8][C:9]1[C:10](=[O:31])[CH:11]=[C:12]([C:29]([OH:33])=[O:30])[N:13]2[CH2:18][CH2:17][N:16]([CH2:19][C:20]3[CH:25]=[CH:24][C:23]([Cl:26])=[C:22]([Cl:27])[CH:21]=3)[C:15](=[O:28])[C:14]=12)[C:2]1[CH:7]=[CH:6][CH:5]=[CH:4][CH:3]=1. The catalyst class is: 21. (8) Reactant: [C:1]([O:5][C:6]([N:8]([C:31]([O:33][C:34]([CH3:37])([CH3:36])[CH3:35])=[O:32])[C:9]1[CH:14]=[C:13]([CH2:15][C@H:16]2[C:19](=[O:20])[N:18]([Si:21]([C:24]([CH3:27])([CH3:26])[CH3:25])([CH3:23])[CH3:22])[C@@H:17]2C(O)=O)[CH:12]=[CH:11][N:10]=1)=[O:7])([CH3:4])([CH3:3])[CH3:2].[Cl:38][C:39]1[CH:44]=[CH:43][CH:42]=[C:41]([C:45]([O:47]O)=[O:46])[CH:40]=1.C1(N=C=NC2CCCCC2)CCCCC1. Product: [Cl:38][C:39]1[CH:40]=[C:41]([CH:42]=[CH:43][CH:44]=1)[C:45]([O:47][C@@H:17]1[C@@H:16]([CH2:15][C:13]2[CH:12]=[CH:11][N:10]=[C:9]([N:8]([C:31]([O:33][C:34]([CH3:37])([CH3:35])[CH3:36])=[O:32])[C:6]([O:5][C:1]([CH3:3])([CH3:2])[CH3:4])=[O:7])[CH:14]=2)[C:19](=[O:20])[N:18]1[Si:21]([C:24]([CH3:25])([CH3:26])[CH3:27])([CH3:23])[CH3:22])=[O:46]. The catalyst class is: 2. (9) Reactant: [CH3:1][O:2][C:3]([C:5]1([NH:10][N:11]=[CH:12][CH2:13][C:14]([CH3:17])([CH3:16])[CH3:15])[CH2:9][CH2:8][CH2:7][CH2:6]1)=[O:4].[CH3:18][O-].[Na+].IC. Product: [CH3:1][O:2][C:3]([C:5]1([N:10]([CH3:18])[N:11]=[CH:12][CH2:13][C:14]([CH3:17])([CH3:16])[CH3:15])[CH2:9][CH2:8][CH2:7][CH2:6]1)=[O:4]. The catalyst class is: 5. (10) Reactant: [OH:1][C:2]1[C:3]2[N:4]([C:9]([C:13]([O:15][CH2:16][CH3:17])=[O:14])=[C:10]([CH3:12])[N:11]=2)[CH:5]=[C:6]([CH3:8])[CH:7]=1.Br[CH2:19][C:20]1[C:25]([O:26][CH3:27])=[CH:24][CH:23]=[CH:22][C:21]=1[F:28].C(=O)([O-])[O-].[Cs+].[Cs+].O. Product: [F:28][C:21]1[CH:22]=[CH:23][CH:24]=[C:25]([O:26][CH3:27])[C:20]=1[CH2:19][O:1][C:2]1[C:3]2[N:4]([C:9]([C:13]([O:15][CH2:16][CH3:17])=[O:14])=[C:10]([CH3:12])[N:11]=2)[CH:5]=[C:6]([CH3:8])[CH:7]=1. The catalyst class is: 3.